From a dataset of Reaction yield outcomes from USPTO patents with 853,638 reactions. Predict the reaction yield, written as a fraction of the theoretical maximum amount of product (1.0 means a 100% yield; for example, 0.34 means a 34% yield). (1) The reactants are [C:1]([C:5]1[CH:9]=[C:8]([CH2:10][NH:11][C:12]([NH:14][C:15]2[CH:16]=[N:17][C:18]([C:21]#[N:22])=[CH:19][CH:20]=2)=[O:13])[N:7]([C:23]2[CH:28]=[CH:27][CH:26]=[C:25]([Cl:29])[CH:24]=2)[N:6]=1)([CH3:4])([CH3:3])[CH3:2].S(=O)(=O)(O)[OH:31]. The catalyst is [OH-].[Na+]. The product is [C:1]([C:5]1[CH:9]=[C:8]([CH2:10][NH:11][C:12](=[O:13])[NH:14][C:15]2[CH:20]=[CH:19][C:18]([C:21]([NH2:22])=[O:31])=[N:17][CH:16]=2)[N:7]([C:23]2[CH:28]=[CH:27][CH:26]=[C:25]([Cl:29])[CH:24]=2)[N:6]=1)([CH3:4])([CH3:2])[CH3:3]. The yield is 0.390. (2) The reactants are COC1C=C(OC)C=CC=1C[N:6]1[CH2:14][C:13]2[C:12]([F:15])=[C:11]([NH:16][C@H:17]([CH2:21][CH:22]([CH3:24])[CH3:23])[C:18]([NH2:20])=[O:19])[N:10]=[C:9]([C:25]3[CH:26]=[N:27][N:28]([CH3:30])[CH:29]=3)[C:8]=2[C:7]1=[O:31]. The catalyst is C(O)(C(F)(F)F)=O. The product is [F:15][C:12]1[C:13]2[CH2:14][NH:6][C:7](=[O:31])[C:8]=2[C:9]([C:25]2[CH:26]=[N:27][N:28]([CH3:30])[CH:29]=2)=[N:10][C:11]=1[NH:16][C@H:17]([CH2:21][CH:22]([CH3:24])[CH3:23])[C:18]([NH2:20])=[O:19]. The yield is 0.460. (3) The yield is 0.790. The reactants are O.[OH-].[Li+].[CH:4]1([C@H:10]([NH:15][C:16]([C:18]2[C:27]([NH:28][C:29]([NH:31][C:32]3[C:37]([Cl:38])=[CH:36][C:35]([O:39][C:40]([F:43])([F:42])[F:41])=[CH:34][C:33]=3[Cl:44])=[O:30])=[CH:26][C:25]3[C:20](=[CH:21][CH:22]=[CH:23][CH:24]=3)[CH:19]=2)=[O:17])[C:11]([O:13]C)=[O:12])[CH2:9][CH2:8][CH2:7][CH2:6][CH2:5]1.CO.Cl. The product is [CH:4]1([C@H:10]([NH:15][C:16]([C:18]2[C:27]([NH:28][C:29]([NH:31][C:32]3[C:33]([Cl:44])=[CH:34][C:35]([O:39][C:40]([F:43])([F:41])[F:42])=[CH:36][C:37]=3[Cl:38])=[O:30])=[CH:26][C:25]3[C:20](=[CH:21][CH:22]=[CH:23][CH:24]=3)[CH:19]=2)=[O:17])[C:11]([OH:13])=[O:12])[CH2:9][CH2:8][CH2:7][CH2:6][CH2:5]1. The catalyst is C1COCC1.O. (4) The reactants are C1(N2CCN3C(CC4(C5C=CC=CC=5)CCCC4)=NC(=O)C(O)=C3C2=O)CC1.C([O:36][C:37]1[C:42](=[O:43])[N:41]=[C:40]([CH2:44][C:45]2([C:50]3[CH:55]=[CH:54][CH:53]=[CH:52][CH:51]=3)[CH2:49][CH2:48][CH2:47][CH2:46]2)[N:39]2[CH2:56][CH2:57][N:58]([CH:61]3[CH2:65][CH2:64][CH2:63][CH2:62]3)[C:59](=[O:60])[C:38]=12)C1C=CC=CC=1. No catalyst specified. The product is [CH:61]1([N:58]2[CH2:57][CH2:56][N:39]3[C:40]([CH2:44][C:45]4([C:50]5[CH:55]=[CH:54][CH:53]=[CH:52][CH:51]=5)[CH2:46][CH2:47][CH2:48][CH2:49]4)=[N:41][C:42](=[O:43])[C:37]([OH:36])=[C:38]3[C:59]2=[O:60])[CH2:62][CH2:63][CH2:64][CH2:65]1. The yield is 0.244. (5) The reactants are [Si:1]([O:8][C:9]1[CH:14]=[C:13]([O:15][Si:16]([C:19]([CH3:22])([CH3:21])[CH3:20])([CH3:18])[CH3:17])[CH:12]=[CH:11][C:10]=1[C@@H:23]1[CH2:28][CH2:27][C@H:26]([OH:29])[CH2:25][CH2:24]1)([C:4]([CH3:7])([CH3:6])[CH3:5])([CH3:3])[CH3:2].C(N(CC)CC)C.CN(C1C=CC=CN=1)C.[CH3:46][S:47](Cl)(=[O:49])=[O:48]. The catalyst is O.ClCCl. The product is [CH3:46][S:47]([O:29][C@H:26]1[CH2:25][CH2:24][C@@H:23]([C:10]2[CH:11]=[CH:12][C:13]([O:15][Si:16]([C:19]([CH3:20])([CH3:21])[CH3:22])([CH3:18])[CH3:17])=[CH:14][C:9]=2[O:8][Si:1]([C:4]([CH3:5])([CH3:6])[CH3:7])([CH3:3])[CH3:2])[CH2:28][CH2:27]1)(=[O:49])=[O:48]. The yield is 0.820. (6) The reactants are [Br:1][C:2]1[CH:7]=[CH:6][C:5]([NH:8][C:9]2[C:10](C(O)=O)=[CH:11][C:12]3[S:16][CH:15]=[N:14][C:13]=3[C:17]=2[F:18])=[C:4]([Cl:22])[CH:3]=1.C1C=CC(P(N=[N+]=[N-])(C2C=CC=CC=2)=[O:30])=CC=1.C([N:42]([CH2:45]C)CC)C. The catalyst is CC(O)(C)C. The product is [Br:1][C:2]1[CH:7]=[CH:6][C:5]([N:8]2[C:9]3[C:10](=[CH:11][C:12]4[S:16][CH:15]=[N:14][C:13]=4[C:17]=3[F:18])[NH:42][C:45]2=[O:30])=[C:4]([Cl:22])[CH:3]=1. The yield is 0.839. (7) The reactants are [CH2:1]([O:8][C:9]1[CH:14]=[CH:13][C:12]([C:15]2[CH:20]=[CH:19][N:18]=[C:17](SC)[N:16]=2)=[CH:11][CH:10]=1)[C:2]1[CH:7]=[CH:6][CH:5]=[CH:4][CH:3]=1.Cl[C:24]1C=CC=C(C(OO)=O)C=1.[S:34]([O-:38])([O-])(=[O:36])=S.[Na+].[Na+]. The catalyst is ClCCl. The product is [CH2:1]([O:8][C:9]1[CH:14]=[CH:13][C:12]([C:15]2[CH:20]=[CH:19][N:18]=[C:17]([S:34]([CH3:24])(=[O:38])=[O:36])[N:16]=2)=[CH:11][CH:10]=1)[C:2]1[CH:3]=[CH:4][CH:5]=[CH:6][CH:7]=1. The yield is 0.980. (8) The reactants are [N+:1]([C:4]1[CH:12]=[CH:11][CH:10]=[CH:9][C:5]=1[C:6](Cl)=[O:7])([O-:3])=[O:2].[CH:13]1(CN)[CH2:18][CH2:17][CH2:16][CH2:15][CH2:14]1.[CH2:21]([N:23](CC)CC)C. The catalyst is ClCCl.CN(C)C1C=CN=CC=1. The yield is 0.740. The product is [CH:13]1([N:23]([CH3:21])[C:6](=[O:7])[C:5]2[CH:9]=[CH:10][CH:11]=[CH:12][C:4]=2[N+:1]([O-:3])=[O:2])[CH2:14][CH2:15][CH2:16][CH2:17][CH2:18]1. (9) The reactants are CN1CCCC1=O.Cl[C:9]1[N:10]([CH2:32][CH:33]2[CH2:35][CH2:34]2)[C:11]2[C:16]([N:17]=1)=[C:15]([N:18]1[CH2:23][CH2:22][O:21][CH2:20][CH2:19]1)[N:14]=[C:13]([C:24]1[C:25]([CH3:31])=[N:26][C:27]([NH2:30])=[N:28][CH:29]=1)[N:12]=2.[NH:36]1[CH2:44][CH2:43][CH:39]([C:40]([NH2:42])=[O:41])[CH2:38][CH2:37]1. The catalyst is O. The product is [NH2:30][C:27]1[N:26]=[C:25]([CH3:31])[C:24]([C:13]2[N:12]=[C:11]3[C:16]([N:17]=[C:9]([N:36]4[CH2:44][CH2:43][CH:39]([C:40]([NH2:42])=[O:41])[CH2:38][CH2:37]4)[N:10]3[CH2:32][CH:33]3[CH2:35][CH2:34]3)=[C:15]([N:18]3[CH2:23][CH2:22][O:21][CH2:20][CH2:19]3)[N:14]=2)=[CH:29][N:28]=1. The yield is 0.690. (10) The reactants are [F:1][C:2]([F:34])([F:33])[CH2:3][O:4][C:5]1[CH:32]=[CH:31][C:8]([C:9]([NH:11][C:12]2[CH:17]=[CH:16][C:15]([C@@H:18]3[O:23][CH2:22][CH2:21][N:20](C(OC(C)(C)C)=O)[CH2:19]3)=[CH:14][CH:13]=2)=[O:10])=[CH:7][N:6]=1.[ClH:35]. The catalyst is O1CCOCC1. The product is [ClH:35].[NH:20]1[CH2:21][CH2:22][O:23][C@@H:18]([C:15]2[CH:14]=[CH:13][C:12]([NH:11][C:9](=[O:10])[C:8]3[CH:31]=[CH:32][C:5]([O:4][CH2:3][C:2]([F:1])([F:33])[F:34])=[N:6][CH:7]=3)=[CH:17][CH:16]=2)[CH2:19]1. The yield is 0.940.